From a dataset of Reaction yield outcomes from USPTO patents with 853,638 reactions. Predict the reaction yield, written as a fraction of the theoretical maximum amount of product (1.0 means a 100% yield; for example, 0.34 means a 34% yield). (1) The reactants are Br[CH2:2][C:3]([C:5]1[CH:10]=[CH:9][C:8]([O:11][CH3:12])=[CH:7][CH:6]=1)=O.[CH2:13]([C:20]1[CH:25]=[CH:24][CH:23]=[CH:22][N:21]=1)[C:14]1[CH:19]=[CH:18][CH:17]=[CH:16][CH:15]=1.C(=O)([O-])[O-].[K+].[K+]. The catalyst is CC(C)=O. The product is [C:14]1([C:13]2[C:3]([C:5]3[CH:10]=[CH:9][C:8]([O:11][CH3:12])=[CH:7][CH:6]=3)=[CH:2][N:21]3[C:20]=2[CH:25]=[CH:24][CH:23]=[CH:22]3)[CH:19]=[CH:18][CH:17]=[CH:16][CH:15]=1. The yield is 0.690. (2) The catalyst is C([O-])(=O)C.[Pd+2].C([O-])(=O)C.C1(P(C2CCCCC2)C2C=CC=CC=2C2C=CC=CC=2)CCCCC1.C1(C)C=CC=CC=1. The yield is 0.520. The product is [C:27]1([C:34]2[CH:39]=[CH:38][CH:37]=[CH:36][CH:35]=2)[CH:28]=[CH:29][C:30]([NH:33][C:2]2[C:14]3[C:13]4[C:8](=[CH:9][CH:10]=[CH:11][CH:12]=4)[C:7]4([C:26]5[CH:25]=[CH:24][CH:23]=[CH:22][C:21]=5[C:20]5[C:15]4=[CH:16][CH:17]=[CH:18][CH:19]=5)[C:6]=3[CH:5]=[CH:4][CH:3]=2)=[CH:31][CH:32]=1. The reactants are Br[C:2]1[C:14]2[C:13]3[C:8](=[CH:9][CH:10]=[CH:11][CH:12]=3)[C:7]3([C:26]4[CH:25]=[CH:24][CH:23]=[CH:22][C:21]=4[C:20]4[C:15]3=[CH:16][CH:17]=[CH:18][CH:19]=4)[C:6]=2[CH:5]=[CH:4][CH:3]=1.[C:27]1([C:34]2[CH:39]=[CH:38][CH:37]=[CH:36][CH:35]=2)[CH:32]=[CH:31][C:30]([NH2:33])=[CH:29][CH:28]=1.CC(C)([O-])C.[Na+]. (3) The reactants are [CH3:1][S:2]([C:5]1[CH:23]=[CH:22][C:8]([CH:9]=[C:10]2[C:19]3[C:14](=[CH:15][CH:16]=[CH:17][CH:18]=3)[CH2:13][CH2:12]/[C:11]/2=[N:20]\[OH:21])=[CH:7][CH:6]=1)(=[O:4])=[O:3].[CH2:24](I)C.C(=O)([O-])[O-].[K+].[K+].CN(C)C=O. The catalyst is ClCCl.O. The product is [CH3:24][O:21]/[N:20]=[C:11]1/[C:10](=[CH:9][C:8]2[CH:7]=[CH:6][C:5]([S:2]([CH3:1])(=[O:4])=[O:3])=[CH:23][CH:22]=2)[C:19]2[C:14]([CH2:13][CH2:12]/1)=[CH:15][CH:16]=[CH:17][CH:18]=2. The yield is 0.780. (4) The reactants are C([Li])CCC.Br[C:7]1[CH:12]=[CH:11][C:10]([Cl:13])=[C:9]([O:14][CH2:15][C:16]([F:21])([F:20])[CH:17]([F:19])[F:18])[CH:8]=1.[B:22](OC(C)C)([O:27]C(C)C)[O:23]C(C)C.Cl. The catalyst is O1CCCC1. The product is [Cl:13][C:10]1[CH:11]=[CH:12][C:7]([B:22]([OH:27])[OH:23])=[CH:8][C:9]=1[O:14][CH2:15][C:16]([F:21])([F:20])[CH:17]([F:19])[F:18]. The yield is 0.640. (5) The reactants are [F:1][C:2]1[CH:7]=[C:6]([NH2:8])[CH:5]=[CH:4][C:3]=1[OH:9].[Cl:10][C:11]1[CH:16]=[C:15](Cl)[CH:14]=[CH:13][N:12]=1. No catalyst specified. The product is [Cl:10][C:11]1[CH:16]=[C:15]([O:9][C:3]2[CH:4]=[CH:5][C:6]([NH2:8])=[CH:7][C:2]=2[F:1])[CH:14]=[CH:13][N:12]=1. The yield is 0.670. (6) The reactants are [Br:1][C:2]1[CH:18]=[CH:17][C:5]2[C:6]3[S:7][C:8]([C:14]([OH:16])=O)=[CH:9][C:10]=3[CH2:11][CH2:12][O:13][C:4]=2[CH:3]=1.[CH3:19][O:20][C:21](=[O:30])[C:22]1[CH:27]=[CH:26][C:25]([Cl:28])=[C:24]([NH2:29])[CH:23]=1.N1C=CC=CC=1. The catalyst is O=S(Cl)Cl.C1COCC1. The product is [Br:1][C:2]1[CH:18]=[CH:17][C:5]2[C:6]3[S:7][C:8]([C:14]([NH:29][C:24]4[CH:23]=[C:22]([CH:27]=[CH:26][C:25]=4[Cl:28])[C:21]([O:20][CH3:19])=[O:30])=[O:16])=[CH:9][C:10]=3[CH2:11][CH2:12][O:13][C:4]=2[CH:3]=1. The yield is 0.870.